From a dataset of NCI-60 drug combinations with 297,098 pairs across 59 cell lines. Regression. Given two drug SMILES strings and cell line genomic features, predict the synergy score measuring deviation from expected non-interaction effect. Drug 1: CC=C1C(=O)NC(C(=O)OC2CC(=O)NC(C(=O)NC(CSSCCC=C2)C(=O)N1)C(C)C)C(C)C. Drug 2: CCCCC(=O)OCC(=O)C1(CC(C2=C(C1)C(=C3C(=C2O)C(=O)C4=C(C3=O)C=CC=C4OC)O)OC5CC(C(C(O5)C)O)NC(=O)C(F)(F)F)O. Cell line: SN12C. Synergy scores: CSS=44.7, Synergy_ZIP=7.30, Synergy_Bliss=9.74, Synergy_Loewe=5.71, Synergy_HSA=10.9.